The task is: Predict the reaction yield, written as a fraction of the theoretical maximum amount of product (1.0 means a 100% yield; for example, 0.34 means a 34% yield).. This data is from Reaction yield outcomes from USPTO patents with 853,638 reactions. (1) The reactants are [CH3:1][O:2][C:3]1[C:4]([Si:13]([C:26]2[CH:31]=[CH:30][CH:29]=[CH:28][CH:27]=2)([C:20]2[CH:25]=[CH:24][CH:23]=[CH:22][CH:21]=2)[C:14]2[CH:19]=[CH:18][CH:17]=[CH:16][CH:15]=2)=[CH:5][C:6]2[C:11]([CH:12]=1)=[CH:10][CH:9]=[CH:8][CH:7]=2.[Br:32]N1C(=O)CCC1=O.CN(C)C=O.CCOC(C)=O. The catalyst is O. The product is [Br:32][C:12]1[C:11]2[C:6](=[CH:7][CH:8]=[CH:9][CH:10]=2)[CH:5]=[C:4]([Si:13]([C:20]2[CH:21]=[CH:22][CH:23]=[CH:24][CH:25]=2)([C:14]2[CH:19]=[CH:18][CH:17]=[CH:16][CH:15]=2)[C:26]2[CH:31]=[CH:30][CH:29]=[CH:28][CH:27]=2)[C:3]=1[O:2][CH3:1]. The yield is 0.960. (2) The reactants are Br[CH2:2][CH2:3][CH2:4][CH2:5][CH2:6][CH2:7][CH2:8][CH2:9][CH2:10][CH2:11][OH:12].[CH3:13][CH:14]([CH3:18])[CH2:15][CH2:16]Br. No catalyst specified. The product is [CH3:13][CH:14]([CH3:18])[CH2:15][CH2:16][CH2:2][CH2:3][CH2:4][CH2:5][CH2:6][CH2:7][CH2:8][CH2:9][CH2:10][CH2:11][OH:12]. The yield is 0.620.